Dataset: Full USPTO retrosynthesis dataset with 1.9M reactions from patents (1976-2016). Task: Predict the reactants needed to synthesize the given product. The reactants are: [C:1](=[O:8])([O:3][C:4]([CH3:7])([CH3:6])[CH3:5])[NH2:2].[Br:9][C:10]1[CH:15]=[C:14]([CH3:16])[CH:13]=[C:12](Br)[N:11]=1.CC(C)([O-])C.[Na+]. Given the product [Br:9][C:10]1[N:11]=[C:12]([NH:2][C:1](=[O:8])[O:3][C:4]([CH3:7])([CH3:6])[CH3:5])[CH:13]=[C:14]([CH3:16])[CH:15]=1, predict the reactants needed to synthesize it.